Dataset: Carcinogenicity classification data from Lagunin et al.. Task: Regression/Classification. Given a drug SMILES string, predict its toxicity properties. Task type varies by dataset: regression for continuous values (e.g., LD50, hERG inhibition percentage) or binary classification for toxic/non-toxic outcomes (e.g., AMES mutagenicity, cardiotoxicity, hepatotoxicity). Dataset: carcinogens_lagunin. (1) The drug is CO[C@H]1C[C@H](O[C@@H]2[C@@H](C)C(=O)O[C@H](C)[C@H](C)[C@H](O)[C@@H](C)C(=O)[C@]3(CO3)C[C@H](C)[C@H](O[C@@H]3O[C@H](C)C[C@H](N(C)C)[C@H]3O)[C@H]2C)O[C@@H](C)[C@@H]1O. The result is 0 (non-carcinogenic). (2) The molecule is CNc1ncnc2c1ncn2[C@@H]1O[C@H](CO)[C@@H](O)[C@H]1O. The result is 0 (non-carcinogenic). (3) The drug is CC1(O)CCOC(=O)C1. The result is 0 (non-carcinogenic). (4) The molecule is C[C@@H]1[C@H]2C3=CC[C@@H]4[C@@]5(C)CC[C@H](O)C(C)(C)[C@@H]5CC[C@@]4(C)[C@]3(C)CC[C@@]2(C(=O)O)CC[C@H]1C. The result is 0 (non-carcinogenic). (5) The compound is COc1ccc(C(=O)/C(Br)=C\C(=O)O)cc1. The result is 1 (carcinogenic). (6) The compound is CSc1ccc2c(c1)C(N1CCN(C)CC1)Cc1ccccc1S2. The result is 0 (non-carcinogenic). (7) The drug is CNC(=O)Oc1ccc2c(c1)[C@]1(C)CCN(C)[C@@H]1N2C. The result is 0 (non-carcinogenic).